The task is: Predict the reactants needed to synthesize the given product.. This data is from Full USPTO retrosynthesis dataset with 1.9M reactions from patents (1976-2016). Given the product [NH2:25][C:19]1[C:18]([CH2:26][CH:27]2[CH2:32][CH2:31][O:30][CH2:29][CH2:28]2)=[CH:17][C:16]2[C:21](=[CH:22][C:23]([F:24])=[C:14]([S:13][C:9]3[CH:8]=[C:7]([CH:12]=[CH:11][CH:10]=3)[CH:2]=[O:1])[CH:15]=2)[N:20]=1, predict the reactants needed to synthesize it. The reactants are: [O:1]1CCCO[CH:2]1[C:7]1[CH:8]=[C:9]([S:13][C:14]2[CH:15]=[C:16]3[C:21](=[CH:22][C:23]=2[F:24])[N:20]=[C:19]([NH2:25])[C:18]([CH2:26][CH:27]2[CH2:32][CH2:31][O:30][CH2:29][CH2:28]2)=[CH:17]3)[CH:10]=[CH:11][CH:12]=1.Cl.O.